Dataset: Full USPTO retrosynthesis dataset with 1.9M reactions from patents (1976-2016). Task: Predict the reactants needed to synthesize the given product. Given the product [Br:1][C:2]1[CH:3]=[C:4]([C:8]#[C:9][C:15]2[CH:14]=[CH:13][N:12]=[C:11]([Cl:10])[CH:16]=2)[CH:5]=[CH:6][CH:7]=1, predict the reactants needed to synthesize it. The reactants are: [Br:1][C:2]1[CH:7]=[CH:6][CH:5]=[C:4]([C:8]#[CH:9])[CH:3]=1.[Cl:10][C:11]1[CH:16]=[C:15](I)[CH:14]=[CH:13][N:12]=1.